From a dataset of Full USPTO retrosynthesis dataset with 1.9M reactions from patents (1976-2016). Predict the reactants needed to synthesize the given product. (1) Given the product [CH2:15]([O:22][C:23]1[CH:28]=[CH:27][C:26]([N:11]2[CH:10]=[C:9]3[C:13]([CH:14]=[C:6]([O:5][CH2:4][CH:1]4[CH2:2][CH2:3]4)[CH:7]=[CH:8]3)=[N:12]2)=[CH:25][CH:24]=1)[C:16]1[CH:21]=[CH:20][CH:19]=[CH:18][CH:17]=1, predict the reactants needed to synthesize it. The reactants are: [CH:1]1([CH2:4][O:5][C:6]2[CH:14]=[C:13]3[C:9]([CH:10]=[N:11][NH:12]3)=[CH:8][CH:7]=2)[CH2:3][CH2:2]1.[CH2:15]([O:22][C:23]1[CH:28]=[CH:27][C:26](Br)=[CH:25][CH:24]=1)[C:16]1[CH:21]=[CH:20][CH:19]=[CH:18][CH:17]=1.CNC1CCCCC1NC.P([O-])([O-])([O-])=O.[K+].[K+].[K+]. (2) Given the product [C:1]([O:5][C:6](=[O:33])[C@H:7]([CH2:26][S:27][CH2:28][CH:29]([O:32][C:12](=[O:11])[CH2:13][CH2:14][CH2:15][CH2:16][CH2:17][CH2:25][CH2:24][CH2:23][CH2:22][CH2:21][CH2:20][CH2:19][CH2:18][CH2:60][CH3:61])[CH2:30][O:31][C:34](=[O:50])[CH2:35][CH2:36][CH2:37][CH2:38][CH2:39][CH2:40][CH2:41][CH2:42][CH2:43][CH2:44][CH2:45][CH2:46][CH2:47][CH2:48][CH3:49])[NH:8][C:9]([O:11][CH2:12][C:13]1[C:25]2[CH2:24][C:23]3[C:18](=[CH:19][CH:20]=[CH:21][CH:22]=3)[C:17]=2[CH:16]=[CH:15][CH:14]=1)=[O:10])([CH3:4])([CH3:2])[CH3:3], predict the reactants needed to synthesize it. The reactants are: [C:1]([O:5][C:6](=[O:33])[C@H:7]([CH2:26][S:27][CH2:28][CH:29]([OH:32])[CH2:30][OH:31])[NH:8][C:9]([O:11][CH2:12][C:13]1[C:25]2[CH2:24][C:23]3[C:18](=[CH:19][CH:20]=[CH:21][CH:22]=3)[C:17]=2[CH:16]=[CH:15][CH:14]=1)=[O:10])([CH3:4])([CH3:3])[CH3:2].[C:34](Cl)(=[O:50])[CH2:35][CH2:36][CH2:37][CH2:38][CH2:39][CH2:40][CH2:41][CH2:42][CH2:43][CH2:44][CH2:45][CH2:46][CH2:47][CH2:48][CH3:49].C(Cl)Cl.C(N([CH2:60][CH3:61])CC)C. (3) Given the product [CH2:31]([O:30][C:28](=[O:29])[CH:27]([O:19][C:15]1[C:16]([CH3:18])=[N:17][N:10]2[C:9]([C:3]3[CH:4]=[CH:5][C:6]([Cl:8])=[CH:7][C:2]=3[Cl:1])=[C:13]([CH3:14])[O:12][C:11]=12)[CH2:33][CH2:34][CH3:35])[CH3:32], predict the reactants needed to synthesize it. The reactants are: [Cl:1][C:2]1[CH:7]=[C:6]([Cl:8])[CH:5]=[CH:4][C:3]=1[C:9]1[N:10]2[N:17]=[C:16]([CH3:18])[C:15]([OH:19])=[C:11]2[O:12][C:13]=1[CH3:14].C(=O)([O-])[O-].[Cs+].[Cs+].Br[CH:27]([CH2:33][CH2:34][CH3:35])[C:28]([O:30][CH2:31][CH3:32])=[O:29].C([O-])(O)=O.[Na+].